From a dataset of Forward reaction prediction with 1.9M reactions from USPTO patents (1976-2016). Predict the product of the given reaction. (1) Given the reactants Br[CH2:2][CH2:3][O:4][C:5]1[CH:20]=[CH:19][C:8]2[C:9]([C:12]3[CH:17]=[CH:16][C:15]([Br:18])=[CH:14][CH:13]=3)=[N:10][S:11][C:7]=2[CH:6]=1.[CH2:21]([NH:23][CH2:24][CH2:25][OH:26])[CH3:22], predict the reaction product. The product is: [Br:18][C:15]1[CH:16]=[CH:17][C:12]([C:9]2[C:8]3[CH:19]=[CH:20][C:5]([O:4][CH2:3][CH2:2][N:23]([CH2:21][CH3:22])[CH2:24][CH2:25][OH:26])=[CH:6][C:7]=3[S:11][N:10]=2)=[CH:13][CH:14]=1. (2) Given the reactants [C:1]([O:5][C:6]([NH:8][C@@H:9]1[C:23](=[O:24])[N:22]2[CH2:25][C@H:26]([O:28][C:29]([N:31]3[CH2:39][C:38]4[C:33](=[CH:34][CH:35]=[CH:36][C:37]=4[F:40])[CH2:32]3)=[O:30])[CH2:27][C@H:21]2[C:20](=[O:41])[NH:19][C@:18]2([C:43]([O:45]CC)=[O:44])[CH2:42][C@H:17]2[CH:16]=[CH:15][CH2:14][CH2:13][O:12][CH2:11][CH2:10]1)=[O:7])([CH3:4])([CH3:3])[CH3:2].[OH-].[Na+].CCOCC, predict the reaction product. The product is: [C:1]([O:5][C:6]([NH:8][C@@H:9]1[C:23](=[O:24])[N:22]2[CH2:25][C@H:26]([O:28][C:29]([N:31]3[CH2:39][C:38]4[C:33](=[CH:34][CH:35]=[CH:36][C:37]=4[F:40])[CH2:32]3)=[O:30])[CH2:27][C@H:21]2[C:20](=[O:41])[NH:19][C@:18]2([C:43]([OH:45])=[O:44])[CH2:42][C@H:17]2[CH:16]=[CH:15][CH2:14][CH2:13][O:12][CH2:11][CH2:10]1)=[O:7])([CH3:4])([CH3:2])[CH3:3]. (3) The product is: [C:22]([NH:30][C:31](=[S:32])[NH:1][C:2]1[C:7]([O:8][C:9]2[CH:10]=[C:11]([CH:17]=[CH:18][C:19]=2[Cl:20])[C:12]([O:14][CH2:15][CH3:16])=[O:13])=[CH:6][C:5]([Br:21])=[CH:4][N:3]=1)(=[O:29])[C:23]1[CH:28]=[CH:27][CH:26]=[CH:25][CH:24]=1. Given the reactants [NH2:1][C:2]1[C:7]([O:8][C:9]2[CH:10]=[C:11]([CH:17]=[CH:18][C:19]=2[Cl:20])[C:12]([O:14][CH2:15][CH3:16])=[O:13])=[CH:6][C:5]([Br:21])=[CH:4][N:3]=1.[C:22]([N:30]=[C:31]=[S:32])(=[O:29])[C:23]1[CH:28]=[CH:27][CH:26]=[CH:25][CH:24]=1, predict the reaction product. (4) Given the reactants [N:1]([C:4]1[CH:9]=[C:8]([C:10]([O:12]C)=O)[C:7]([CH3:14])=[CH:6][C:5]=1[C:15]([O:17]C)=O)=[C:2]=[S:3].CO[C:21]1[CH:26]=[C:25]([O:27][CH3:28])[N:24]=[C:23]([NH2:29])[CH:22]=1.[OH-].[Na+].Cl.CCN(C(C)C)C(C)C.CN([C:45]([O:49]N1N=NC2C=CC=NC1=2)=[N+](C)C)C.F[P-](F)(F)(F)(F)F.[Cl:66][C:67]1[CH:74]=[CH:73][C:70]([CH2:71][NH2:72])=[CH:69][CH:68]=1, predict the reaction product. The product is: [Cl:66][C:67]1[CH:74]=[CH:73][C:70]([CH2:71][NH:72][C:10]([C:8]2[CH:9]=[C:4]3[C:5]([C:15](=[O:17])[N:29]([C:23]4[CH:22]=[CH:21][C:26]([O:49][CH3:45])=[C:25]([O:27][CH3:28])[N:24]=4)[C:2](=[S:3])[NH:1]3)=[CH:6][C:7]=2[CH3:14])=[O:12])=[CH:69][CH:68]=1. (5) Given the reactants [C:1]([O:4][CH2:5][C:6]([CH3:36])([CH3:35])[CH2:7][N:8]1[C:14]2[CH:15]=[CH:16][C:17]([Cl:19])=[CH:18][C:13]=2[C@@H:12]([C:20]2[CH:25]=[CH:24][CH:23]=[C:22]([O:26][CH3:27])[C:21]=2[O:28][CH3:29])[O:11][C@H:10]([CH2:30][C:31](O)=[O:32])[C:9]1=[O:34])(=[O:3])[CH3:2].S(Cl)(Cl)=O.Cl.[NH2:42][C:43]1[CH:44]=[C:45]([CH:50]=[CH:51][C:52]=1[O:53][CH3:54])[C:46]([O:48][CH3:49])=[O:47].C(N(CC)CC)C, predict the reaction product. The product is: [C:1]([O:4][CH2:5][C:6]([CH3:36])([CH3:35])[CH2:7][N:8]1[C:14]2[CH:15]=[CH:16][C:17]([Cl:19])=[CH:18][C:13]=2[C@@H:12]([C:20]2[CH:25]=[CH:24][CH:23]=[C:22]([O:26][CH3:27])[C:21]=2[O:28][CH3:29])[O:11][C@H:10]([CH2:30][C:31]([NH:42][C:43]2[CH:44]=[C:45]([CH:50]=[CH:51][C:52]=2[O:53][CH3:54])[C:46]([O:48][CH3:49])=[O:47])=[O:32])[C:9]1=[O:34])(=[O:3])[CH3:2]. (6) Given the reactants [CH2:1]([O:8][C:9]1[CH:18]=[C:17]2[C:12]([C:13]([Cl:19])=[N:14][CH:15]=[N:16]2)=[CH:11][C:10]=1[F:20])[C:2]1[CH:7]=[CH:6][CH:5]=[CH:4][CH:3]=1.[NH2:21][C:22]1[CH:23]=[N:24][N:25]([CH2:27][C:28]([NH:30][C:31]2[CH:36]=[CH:35][CH:34]=[C:33]([F:37])[C:32]=2[F:38])=[O:29])[CH:26]=1, predict the reaction product. The product is: [ClH:19].[CH2:1]([O:8][C:9]1[CH:18]=[C:17]2[C:12]([C:13]([NH:21][C:22]3[CH:23]=[N:24][N:25]([CH2:27][C:28]([NH:30][C:31]4[CH:36]=[CH:35][CH:34]=[C:33]([F:37])[C:32]=4[F:38])=[O:29])[CH:26]=3)=[N:14][CH:15]=[N:16]2)=[CH:11][C:10]=1[F:20])[C:2]1[CH:7]=[CH:6][CH:5]=[CH:4][CH:3]=1.